From a dataset of Catalyst prediction with 721,799 reactions and 888 catalyst types from USPTO. Predict which catalyst facilitates the given reaction. (1) Reactant: [C:1]([O:5][C:6]([N:8]1[CH2:13][CH2:12][C:11]2[N:14]([CH3:34])[C:15]([C:17]3[CH:22]=[CH:21][N:20]=[C:19]([NH:23][C:24]([O:26][CH2:27][C:28]4[CH:33]=[CH:32][CH:31]=[CH:30][CH:29]=4)=[O:25])[CH:18]=3)=[CH:16][C:10]=2[C:9]1=[O:35])=[O:7])([CH3:4])([CH3:3])[CH3:2].[C:36]([O-])([O-])=O.[Cs+].[Cs+].CI. Product: [C:1]([O:5][C:6]([N:8]1[CH2:13][CH2:12][C:11]2[N:14]([CH3:34])[C:15]([C:17]3[CH:22]=[CH:21][N:20]=[C:19]([N:23]([C:24]([O:26][CH2:27][C:28]4[CH:33]=[CH:32][CH:31]=[CH:30][CH:29]=4)=[O:25])[CH3:36])[CH:18]=3)=[CH:16][C:10]=2[C:9]1=[O:35])=[O:7])([CH3:4])([CH3:3])[CH3:2]. The catalyst class is: 31. (2) Product: [CH:33]([CH:36]1[CH2:40][CH2:39][CH2:38][N:37]1[C:17](=[O:18])[CH2:16][N:7]1[C:8]2[C:13](=[CH:12][CH:11]=[C:10]([O:14][CH3:15])[CH:9]=2)[C:5]([C:3](=[O:4])[C:2]([CH3:20])([CH3:21])[CH3:1])=[N:6]1)([CH3:35])[CH3:34]. Reactant: [CH3:1][C:2]([CH3:21])([CH3:20])[C:3]([C:5]1[C:13]2[C:8](=[CH:9][C:10]([O:14][CH3:15])=[CH:11][CH:12]=2)[N:7]([CH2:16][C:17](O)=[O:18])[N:6]=1)=[O:4].C1C=CC2N(O)N=NC=2C=1.Cl.[CH:33]([C:36]1[NH:37][CH2:38][CH2:39][CH:40]=1)([CH3:35])[CH3:34].CCN(C(C)C)C(C)C. The catalyst class is: 344. (3) Reactant: [Br:1][CH2:2][C:3]1[CH:39]=[CH:38][C:6]([CH2:7][O:8][C:9]2[CH:14]=[CH:13][C:12]([C@H:15]3[N:18]([C:19]4[CH:24]=[CH:23][C:22]([F:25])=[CH:21][CH:20]=4)[C:17](=[O:26])[C@@H:16]3[CH2:27][CH2:28][C@@H:29]([C:31]3[CH:36]=[CH:35][C:34]([F:37])=[CH:33][CH:32]=3)[OH:30])=[CH:11][CH:10]=2)=[CH:5][CH:4]=1.[N:40]12[CH2:47][CH2:46][N:43]([CH2:44][CH2:45]1)[CH2:42][CH2:41]2.[Br-]. Product: [Br-:1].[F:25][C:22]1[CH:21]=[CH:20][C:19]([N:18]2[C:17](=[O:26])[C@H:16]([CH2:27][CH2:28][C@@H:29]([C:31]3[CH:36]=[CH:35][C:34]([F:37])=[CH:33][CH:32]=3)[OH:30])[C@H:15]2[C:12]2[CH:11]=[CH:10][C:9]([O:8][CH2:7][C:6]3[CH:5]=[CH:4][C:3]([CH2:2][N+:40]45[CH2:47][CH2:46][N:43]([CH2:44][CH2:45]4)[CH2:42][CH2:41]5)=[CH:39][CH:38]=3)=[CH:14][CH:13]=2)=[CH:24][CH:23]=1. The catalyst class is: 10. (4) Reactant: [C:1]([O:9][C:10]1[CH:18]=[C:17]2[C:13]([CH:14]=[C:15]([C:28]([O:30][CH2:31][CH3:32])=[O:29])[N:16]2S(C2C=CC=CC=2)(=O)=O)=[CH:12][CH:11]=1)(=[O:8])[C:2]1[CH:7]=[CH:6][CH:5]=[CH:4][CH:3]=1.CC(C)([O-])C.[K+].C(OCC)(=O)C.CCCCCC. Product: [C:1]([O:9][C:10]1[CH:18]=[C:17]2[C:13]([CH:14]=[C:15]([C:28]([O:30][CH2:31][CH3:32])=[O:29])[NH:16]2)=[CH:12][CH:11]=1)(=[O:8])[C:2]1[CH:3]=[CH:4][CH:5]=[CH:6][CH:7]=1. The catalyst class is: 7.